Dataset: Forward reaction prediction with 1.9M reactions from USPTO patents (1976-2016). Task: Predict the product of the given reaction. Given the reactants [NH:1]1[C:5]([C:6]([O:8][CH2:9][CH3:10])=[O:7])=[CH:4][C:3]([C:11]([O:13][CH2:14][CH3:15])=[O:12])=[N:2]1.Cl[CH2:17][C:18](=[O:20])[CH3:19].C(=O)([O-])[O-].[K+].[K+], predict the reaction product. The product is: [O:20]=[C:18]([CH3:19])[CH2:17][N:1]1[C:5]([C:6]([O:8][CH2:9][CH3:10])=[O:7])=[CH:4][C:3]([C:11]([O:13][CH2:14][CH3:15])=[O:12])=[N:2]1.